Predict the reactants needed to synthesize the given product. From a dataset of Full USPTO retrosynthesis dataset with 1.9M reactions from patents (1976-2016). (1) The reactants are: [Br:1][C:2]1[CH:7]=[CH:6][C:5]([C:8]2[O:12][N:11]=[C:10]([CH3:13])[C:9]=2[CH:14]=[O:15])=[CH:4][CH:3]=1.[C:16]1([C:22]2[O:23][CH:24]=[N:25][N:26]=2)[CH:21]=[CH:20][CH:19]=[CH:18][CH:17]=1. Given the product [Br:1][C:2]1[CH:3]=[CH:4][C:5]([C:8]2[O:12][N:11]=[C:10]([CH3:13])[C:9]=2[CH:14]([C:24]2[O:23][C:22]([C:16]3[CH:21]=[CH:20][CH:19]=[CH:18][CH:17]=3)=[N:26][N:25]=2)[OH:15])=[CH:6][CH:7]=1, predict the reactants needed to synthesize it. (2) Given the product [CH3:11][N:12]([CH2:2][C:3]1[C:4]([C:9]#[N:10])=[N:5][CH:6]=[CH:7][CH:8]=1)[CH3:13], predict the reactants needed to synthesize it. The reactants are: Br[CH2:2][C:3]1[C:4]([C:9]#[N:10])=[N:5][CH:6]=[CH:7][CH:8]=1.[CH3:11][NH:12][CH3:13].C(=O)([O-])[O-]. (3) Given the product [O:2]=[C:3]([C:14]1[CH:15]=[CH:16][CH:17]=[CH:18][CH:19]=1)[CH2:4][C:5](=[NH:6])[NH:30][C:29]1[CH:28]=[CH:27][C:26]([O:25][CH2:20][CH2:21][CH2:22][CH2:23][CH3:24])=[CH:32][CH:31]=1, predict the reactants needed to synthesize it. The reactants are: Cl.[O:2]=[C:3]([C:14]1[CH:19]=[CH:18][CH:17]=[CH:16][CH:15]=1)[CH2:4][C:5](SC1C=CC=CC=1)=[NH:6].[CH2:20]([O:25][C:26]1[CH:32]=[CH:31][C:29]([NH2:30])=[CH:28][CH:27]=1)[CH2:21][CH2:22][CH2:23][CH3:24]. (4) Given the product [OH:5][C:6]([C:31]([F:33])([F:34])[F:32])([CH2:20][CH:21]1[C:30]2[C:25](=[CH:26][CH:27]=[CH:28][CH:29]=2)[S:24][CH2:23][CH2:22]1)[CH2:7][NH:8][C:9]1[CH:18]=[CH:17][CH:16]=[C:15]2[C:10]=1[CH:11]=[CH:12][C:13](=[O:19])[NH:14]2, predict the reactants needed to synthesize it. The reactants are: C([BH3-])#N.[Na+].[OH:5][C:6]([C:31]([F:34])([F:33])[F:32])([CH2:20][CH:21]1[C:30]2[C:25](=[CH:26][CH:27]=[CH:28][CH:29]=2)[S:24][CH2:23][CH2:22]1)[CH:7]=[N:8][C:9]1[CH:18]=[CH:17][CH:16]=[C:15]2[C:10]=1[CH:11]=[CH:12][C:13](=[O:19])[NH:14]2.C(=O)(O)[O-].[Na+]. (5) Given the product [CH:1]1([C:6]2[CH:11]=[C:10]([C:12]3[O:16][C:15]([C:17]4[CH:22]=[C:21]([CH3:23])[C:20]([O:24][CH2:30][C@@H:31]([OH:34])[CH2:32][OH:33])=[C:19]([CH2:25][CH3:26])[CH:18]=4)=[N:14][N:13]=3)[CH:9]=[C:8]([O:27][CH3:28])[N:7]=2)[CH2:2][CH2:3][CH2:4][CH2:5]1, predict the reactants needed to synthesize it. The reactants are: [CH:1]1([C:6]2[CH:11]=[C:10]([C:12]3[O:16][C:15]([C:17]4[CH:22]=[C:21]([CH3:23])[C:20]([OH:24])=[C:19]([CH2:25][CH3:26])[CH:18]=4)=[N:14][N:13]=3)[CH:9]=[C:8]([O:27][CH3:28])[N:7]=2)[CH2:5][CH2:4][CH2:3][CH2:2]1.Cl[CH2:30][C@@H:31]([OH:34])[CH2:32][OH:33]. (6) Given the product [CH:8]1([CH:11]([C:13]2[CH:18]=[CH:17][C:16]([C:19]([F:22])([F:21])[F:20])=[CH:15][C:14]=2[F:23])[C:32]2[C:31]3[C:35](=[C:27]([CH2:26][S:25][CH3:24])[CH:28]=[CH:29][CH:30]=3)[NH:34][CH:33]=2)[CH2:10][CH2:9]1, predict the reactants needed to synthesize it. The reactants are: FC(F)(F)C(O)=O.[CH:8]1([CH:11]([C:13]2[CH:18]=[CH:17][C:16]([C:19]([F:22])([F:21])[F:20])=[CH:15][C:14]=2[F:23])O)[CH2:10][CH2:9]1.[CH3:24][S:25][CH2:26][C:27]1[CH:28]=[CH:29][CH:30]=[C:31]2[C:35]=1[NH:34][CH:33]=[CH:32]2. (7) The reactants are: [NH2:1][CH2:2][C:3]([NH:5][C:6]1[S:7][CH:8]=[CH:9][C:10]=1[C:11]([C:13]1[CH:22]=[CH:21][C:16]([C:17]([O:19][CH3:20])=[O:18])=[CH:15][CH:14]=1)=O)=[O:4].C(O)(=O)C. Given the product [O:4]=[C:3]1[NH:5][C:6]2[S:7][CH:8]=[CH:9][C:10]=2[C:11]([C:13]2[CH:22]=[CH:21][C:16]([C:17]([O:19][CH3:20])=[O:18])=[CH:15][CH:14]=2)=[N:1][CH2:2]1, predict the reactants needed to synthesize it.